From a dataset of Reaction yield outcomes from USPTO patents with 853,638 reactions. Predict the reaction yield, written as a fraction of the theoretical maximum amount of product (1.0 means a 100% yield; for example, 0.34 means a 34% yield). The reactants are [S:1]([N:11]1[C:15]2[N:16]=[CH:17][C:18]3[N:19]([CH:20]=[N:21][N:22]=3)[C:14]=2[CH:13]=[CH:12]1)([C:4]1[CH:10]=[CH:9][C:7]([CH3:8])=[CH:6][CH:5]=1)(=[O:3])=[O:2].CN(C(ON1N=NC2C=CC=NC1=2)=[N+](C)C)C.F[P-](F)(F)(F)(F)F.CCN(C(C)C)C(C)C.Cl[C:57]1[C:58](=[O:69])[C:59](C#N)=[C:60]([C:65]#N)[C:61](=O)[C:62]=1Cl. The catalyst is C(Cl)Cl.O. The product is [CH2:61]([CH:60]1[CH:65]([C:20]2[N:19]3[C:14]4[CH:13]=[CH:12][N:11]([S:1]([C:4]5[CH:10]=[CH:9][C:7]([CH3:8])=[CH:6][CH:5]=5)(=[O:2])=[O:3])[C:15]=4[N:16]=[CH:17][C:18]3=[N:22][N:21]=2)[CH2:57][CH:58]([OH:69])[CH2:59]1)[CH3:62]. The yield is 0.750.